From a dataset of Reaction yield outcomes from USPTO patents with 853,638 reactions. Predict the reaction yield, written as a fraction of the theoretical maximum amount of product (1.0 means a 100% yield; for example, 0.34 means a 34% yield). (1) The reactants are [CH3:1][C:2]1[CH:3]=[CH:4][C:5]([N+:12]([O-:14])=[O:13])=[C:6]([CH2:8][C:9]([OH:11])=O)[CH:7]=1.CN(C(ON1N=NC2C=CC=NC1=2)=[N+](C)C)C.F[P-](F)(F)(F)(F)F.C(N(CC)CC)C.[NH:46]1[CH2:51][CH2:50][O:49][CH2:48][CH2:47]1. The catalyst is ClCCl.CO.ClCCl. The product is [CH3:1][C:2]1[CH:3]=[CH:4][C:5]([N+:12]([O-:14])=[O:13])=[C:6]([CH2:8][C:9]([N:46]2[CH2:51][CH2:50][O:49][CH2:48][CH2:47]2)=[O:11])[CH:7]=1. The yield is 0.870. (2) The reactants are Br[C:2]1[N:6]2[CH:7]=[CH:8][C:9]([CH3:11])=[CH:10][C:5]2=[N:4][CH:3]=1.[CH3:12][O:13][C:14]1[CH:15]=[C:16](B(O)O)[CH:17]=[CH:18][CH:19]=1.O. The catalyst is COCCOC.C(=O)([O-])[O-].[Na+].[Na+].[Pd].C1(P(C2C=CC=CC=2)C2C=CC=CC=2)C=CC=CC=1.C1(P(C2C=CC=CC=2)C2C=CC=CC=2)C=CC=CC=1.C1(P(C2C=CC=CC=2)C2C=CC=CC=2)C=CC=CC=1.C1(P(C2C=CC=CC=2)C2C=CC=CC=2)C=CC=CC=1. The product is [CH3:12][O:13][C:14]1[CH:19]=[C:18]([C:2]2[N:6]3[CH:7]=[CH:8][C:9]([CH3:11])=[CH:10][C:5]3=[N:4][CH:3]=2)[CH:17]=[CH:16][CH:15]=1. The yield is 0.930. (3) The reactants are [F:1][C:2]1[CH:3]=[C:4]([CH2:9][C@H:10]([NH:14][C:15](=[O:21])[O:16][C:17]([CH3:20])([CH3:19])[CH3:18])[C@H:11]2[CH2:13][O:12]2)[CH:5]=[C:6]([F:8])[CH:7]=1.[I:22][C:23]1[CH:24]=[C:25]2[C:30](=[CH:31][CH:32]=1)[O:29][CH2:28][CH2:27][CH:26]2[NH2:33]. The catalyst is C(O)(C)C. The product is [F:1][C:2]1[CH:3]=[C:4]([CH:5]=[C:6]([F:8])[CH:7]=1)[CH2:9][C@H:10]([NH:14][C:15](=[O:21])[O:16][C:17]([CH3:20])([CH3:19])[CH3:18])[C@H:11]([OH:12])[CH2:13][NH:33][CH:26]1[C:25]2[C:30](=[CH:31][CH:32]=[C:23]([I:22])[CH:24]=2)[O:29][CH2:28][CH2:27]1. The yield is 0.850. (4) The reactants are [C:1]([OH:16])(=[O:15])[CH2:2][CH2:3][CH2:4][CH2:5][CH2:6][CH2:7][CH2:8][CH2:9][CH2:10][CH2:11][CH2:12][CH2:13][CH3:14].[CH3:17][N:18]([CH3:23])[CH2:19][CH2:20][CH2:21]O. No catalyst specified. The product is [C:1]([O:16][CH2:21][CH2:20][CH2:19][N:18]([CH3:23])[CH3:17])(=[O:15])[CH2:2][CH2:3][CH2:4][CH2:5][CH2:6][CH2:7][CH2:8][CH2:9][CH2:10][CH2:11][CH2:12][CH2:13][CH3:14]. The yield is 0.880.